Dataset: Peptide-MHC class I binding affinity with 185,985 pairs from IEDB/IMGT. Task: Regression. Given a peptide amino acid sequence and an MHC pseudo amino acid sequence, predict their binding affinity value. This is MHC class I binding data. (1) The binding affinity (normalized) is 0.0847. The MHC is HLA-B40:01 with pseudo-sequence HLA-B40:01. The peptide sequence is FLPGQYMNI. (2) The peptide sequence is LMKTANNYET. The MHC is HLA-A02:03 with pseudo-sequence HLA-A02:03. The binding affinity (normalized) is 0.571. (3) The peptide sequence is STPPLVRLVFN. The MHC is HLA-B27:05 with pseudo-sequence HLA-B27:05. The binding affinity (normalized) is 0. (4) The peptide sequence is DIKLDAVLDR. The MHC is HLA-A31:01 with pseudo-sequence HLA-A31:01. The binding affinity (normalized) is 0.0952. (5) The peptide sequence is DHHFTPQII. The MHC is HLA-A24:02 with pseudo-sequence HLA-A24:02. The binding affinity (normalized) is 0.0119.